This data is from Catalyst prediction with 721,799 reactions and 888 catalyst types from USPTO. The task is: Predict which catalyst facilitates the given reaction. (1) Product: [CH2:1]([N:3]1[C:7]2[CH:8]=[CH:9][C:10]([C:12]3[C:13]([C:21]4[CH:22]=[C:23]([CH3:27])[CH:24]=[CH:25][CH:26]=4)=[N:14][N:15]([CH2:17][C:18]([NH:33][CH2:37][CH3:36])=[O:19])[CH:16]=3)=[CH:11][C:6]=2[N:5]([CH2:28][CH3:29])[C:4]1=[O:30])[CH3:2]. Reactant: [CH2:1]([N:3]1[C:7]2[CH:8]=[CH:9][C:10]([C:12]3[C:13]([C:21]4[CH:22]=[C:23]([CH3:27])[CH:24]=[CH:25][CH:26]=4)=[N:14][N:15]([CH2:17][C:18](O)=[O:19])[CH:16]=3)=[CH:11][C:6]=2[N:5]([CH2:28][CH3:29])[C:4]1=[O:30])[CH3:2].C(N1C=CN=C1)([N:33]1[CH:37]=[CH:36]N=C1)=O.C(N)C. The catalyst class is: 4. (2) Reactant: [F:1][C:2]1[CH:3]=[C:4]([C@@H:8]2[N:12]([C:13]3[CH:18]=[CH:17][C:16]([O:19][C:20]([F:23])([F:22])[F:21])=[CH:15][CH:14]=3)[C:11](=[O:24])[CH2:10][CH2:9]2)[CH:5]=[CH:6][CH:7]=1.[H-].[Na+].CO.[Cl:29][C:30]1[CH:39]=[CH:38][C:33]([C:34](OC)=[O:35])=[CH:32][CH:31]=1.[NH4+].[Cl-]. Product: [Cl:29][C:30]1[CH:39]=[CH:38][C:33]([C:34]([CH:10]2[CH2:9][C@H:8]([C:4]3[CH:5]=[CH:6][CH:7]=[C:2]([F:1])[CH:3]=3)[N:12]([C:13]3[CH:14]=[CH:15][C:16]([O:19][C:20]([F:21])([F:22])[F:23])=[CH:17][CH:18]=3)[C:11]2=[O:24])=[O:35])=[CH:32][CH:31]=1. The catalyst class is: 11. (3) The catalyst class is: 170. Reactant: FC(F)(F)C([N:5]1[CH2:11][CH:10]([CH:12]([CH3:14])[CH3:13])[C:9]2[CH:15]=[C:16]([Br:21])[C:17]([O:19][CH3:20])=[CH:18][C:8]=2[CH2:7][CH2:6]1)=O.[OH-].[Na+]. Product: [Br:21][C:16]1[C:17]([O:19][CH3:20])=[CH:18][C:8]2[CH2:7][CH2:6][NH:5][CH2:11][CH:10]([CH:12]([CH3:14])[CH3:13])[C:9]=2[CH:15]=1. (4) Reactant: [NH2:1][C:2]1[CH:3]=[N:4][C:5]2[C:10]([C:11]=1[NH:12][CH2:13][C:14]([NH:17][S:18]([CH3:21])(=[O:20])=[O:19])([CH3:16])[CH3:15])=[CH:9][CH:8]=[C:7]([O:22][CH2:23][C:24]1[CH:29]=[CH:28][CH:27]=[CH:26][CH:25]=1)[CH:6]=2.C(OC(=O)NCCCCNC1C2C(=[CH:47][C:48]([O:52][CH2:53][C:54]3C=CC=CC=3)=CC=2)N=CC=1N)(C)(C)C.C(OCC(Cl)=O)C.COCCC(Cl)=O. The catalyst class is: 4. Product: [CH2:23]([O:22][C:7]1[CH:8]=[CH:9][C:10]2[C:11]3[N:12]([CH2:13][C:14]([NH:17][S:18]([CH3:21])(=[O:19])=[O:20])([CH3:16])[CH3:15])[C:47]([CH2:48][O:52][CH2:53][CH3:54])=[N:1][C:2]=3[CH:3]=[N:4][C:5]=2[CH:6]=1)[C:24]1[CH:25]=[CH:26][CH:27]=[CH:28][CH:29]=1. (5) Reactant: [ClH:1].C(OCC)(=O)C.[C:8]([C:10]1[N:11]=[C:12]([C:23]2[CH:28]=[CH:27][C:26]([O:29][CH3:30])=[CH:25][CH:24]=2)[N:13]([C:15]2[CH:20]=[CH:19][C:18]([O:21][CH3:22])=[CH:17][CH:16]=2)[CH:14]=1)#[N:9]. Product: [ClH:1].[C:8]([C:10]1[N:11]=[C:12]([C:23]2[CH:24]=[CH:25][C:26]([O:29][CH3:30])=[CH:27][CH:28]=2)[N:13]([C:15]2[CH:16]=[CH:17][C:18]([O:21][CH3:22])=[CH:19][CH:20]=2)[CH:14]=1)#[N:9]. The catalyst class is: 13. (6) Reactant: C(OC(=O)[NH:7][C:8]1[CH:13]=[CH:12][CH:11]=[C:10]([C:14](=[O:28])[NH:15][C@@H:16]([C:18]2[C:27]3[C:22](=[CH:23][CH:24]=[CH:25][CH:26]=3)[CH:21]=[CH:20][CH:19]=2)[CH3:17])[CH:9]=1)(C)(C)C. Product: [NH2:7][C:8]1[CH:9]=[C:10]([CH:11]=[CH:12][CH:13]=1)[C:14]([NH:15][C@@H:16]([C:18]1[C:27]2[C:22](=[CH:23][CH:24]=[CH:25][CH:26]=2)[CH:21]=[CH:20][CH:19]=1)[CH3:17])=[O:28]. The catalyst class is: 67. (7) Reactant: [Cl:1][C:2]1[C:3]([OH:11])=[C:4]([CH:7]=[C:8]([Cl:10])[CH:9]=1)[CH:5]=O.C(O[BH-](OC(=O)C)OC(=O)C)(=O)C.[Na+].[CH2:26]([O:28][C:29]([C:31]1[CH:47]=[CH:46][C:34]2[NH:35][C:36]([NH:38][CH2:39][CH:40]3[CH2:45][CH2:44][NH:43][CH2:42][CH2:41]3)=[N:37][C:33]=2[CH:32]=1)=[O:30])[CH3:27].CO. Product: [CH2:26]([O:28][C:29]([C:31]1[CH:47]=[CH:46][C:34]2[NH:35][C:36]([NH:38][CH2:39][CH:40]3[CH2:41][CH2:42][N:43]([CH2:5][C:4]4[CH:7]=[C:8]([Cl:10])[CH:9]=[C:2]([Cl:1])[C:3]=4[OH:11])[CH2:44][CH2:45]3)=[N:37][C:33]=2[CH:32]=1)=[O:30])[CH3:27]. The catalyst class is: 875. (8) Reactant: [F:1][C:2]1[CH:10]=[C:9]2[C:5]([C:6]([C:20]3[CH:33]=[CH:32][C:23]4[N:24]([CH2:28][C:29]([NH2:31])=O)C(=O)O[C:22]=4[CH:21]=3)=[CH:7][N:8]2S(C2C=CC=CC=2)(=O)=O)=[CH:4][CH:3]=1.[C:34](Cl)(=[O:36])[CH3:35].Cl.[OH2:39]. Product: [F:1][C:2]1[CH:10]=[C:9]2[C:5]([C:6]([C:20]3[CH:21]=[CH:22][C:23]4[N:24]=[C:28]([CH2:29][NH:31][C:34](=[O:36])[CH3:35])[O:39][C:32]=4[CH:33]=3)=[CH:7][NH:8]2)=[CH:4][CH:3]=1. The catalyst class is: 2. (9) The catalyst class is: 17. Product: [CH3:1][N:2]1[C:6]([NH:7][C:9](=[O:14])[C:10]([CH3:13])([CH3:12])[CH3:11])=[CH:5][C:4]([CH3:8])=[N:3]1. Reactant: [CH3:1][N:2]1[C:6]([NH2:7])=[CH:5][C:4]([CH3:8])=[N:3]1.[C:9](Cl)(=[O:14])[C:10]([CH3:13])([CH3:12])[CH3:11].